The task is: Predict the product of the given reaction.. This data is from Forward reaction prediction with 1.9M reactions from USPTO patents (1976-2016). (1) Given the reactants C(OC([N:8]1[CH2:16][C:15]2[C:10](=[CH:11][CH:12]=[CH:13][CH:14]=2)[CH:9]1C1C=C(Cl)C=CC=1O)=O)(C)(C)C.C(=O)([O-])[O-].[K+].[K+].BrCC(OCC)=O, predict the reaction product. The product is: [CH2:9]1[C:10]2[C:15](=[CH:14][CH:13]=[CH:12][CH:11]=2)[CH2:16][NH:8]1. (2) Given the reactants Cl.[CH3:2][O:3][C:4]1[CH:5]=[C:6]([CH:11]=[CH:12][C:13]=1[C:14]1[O:18][C:17]([CH3:19])=[N:16][CH:15]=1)[C:7]([NH:9][NH2:10])=[O:8].[Cl:20][CH2:21][CH2:22][CH2:23][CH:24]([C:28]1[CH:33]=[CH:32][C:31]([F:34])=[CH:30][C:29]=1[F:35])[C:25](O)=O.C(N(CC)CC)C.P(C#N)(OCC)(OCC)=O.C(Cl)(Cl)(Cl)Cl.C1(P(C2C=CC=CC=2)C2C=CC=CC=2)C=CC=CC=1, predict the reaction product. The product is: [Cl:20][CH2:21][CH2:22][CH2:23][CH:24]([C:25]1[O:8][C:7]([C:6]2[CH:11]=[CH:12][C:13]([C:14]3[O:18][C:17]([CH3:19])=[N:16][CH:15]=3)=[C:4]([O:3][CH3:2])[CH:5]=2)=[N:9][N:10]=1)[C:28]1[CH:33]=[CH:32][C:31]([F:34])=[CH:30][C:29]=1[F:35]. (3) Given the reactants [F:1][C:2]1[CH:3]=[C:4]([N:8]2[C:12]([NH2:13])=[C:11]3[CH2:14][CH2:15][CH2:16][C:10]3=[N:9]2)[CH:5]=[CH:6][CH:7]=1.C(Cl)Cl.[C:20](N1C=CN=C1)(N1C=CN=C1)=[O:21].Cl.Cl.[CH3:34][O:35][CH2:36][CH2:37][N:38]1[CH2:42][C@@H:41]([C:43]2[CH:48]=[CH:47][CH:46]=[CH:45][CH:44]=2)[C@H:40]([NH2:49])[CH2:39]1, predict the reaction product. The product is: [F:1][C:2]1[CH:3]=[C:4]([N:8]2[C:12]([NH:13][C:20]([NH:49][C@H:40]3[C@H:41]([C:43]4[CH:48]=[CH:47][CH:46]=[CH:45][CH:44]=4)[CH2:42][N:38]([CH2:37][CH2:36][O:35][CH3:34])[CH2:39]3)=[O:21])=[C:11]3[CH2:14][CH2:15][CH2:16][C:10]3=[N:9]2)[CH:5]=[CH:6][CH:7]=1. (4) The product is: [Br:18][C:19]1[C:24]([CH3:25])=[CH:23][C:22]([O:11][CH2:12][CH:13]2[CH2:14][CH:15]([OH:17])[CH2:16]2)=[CH:21][C:20]=1[CH3:27]. Given the reactants CC1C=CC(S([O:11][CH2:12][CH:13]2[CH2:16][CH:15]([OH:17])[CH2:14]2)(=O)=O)=CC=1.[Br:18][C:19]1[C:24]([CH3:25])=[CH:23][C:22](O)=[CH:21][C:20]=1[CH3:27].C([O-])([O-])=O.[K+].[K+].O, predict the reaction product. (5) Given the reactants [C:1]([C@:3]1([CH2:12][C:13]([O-:15])=[O:14])[CH2:9][C@@H:8]2[C@H:4]1[CH:5]=[C:6]([CH2:10][CH3:11])[CH2:7]2)#[N:2].C([NH3+])C1C=CC=CC=1.CC(OC)(C)C.Cl.[OH-].[Li+], predict the reaction product. The product is: [NH2:2][CH2:1][C@:3]1([CH2:12][C:13]([OH:15])=[O:14])[CH2:9][C@@H:8]2[C@H:4]1[CH:5]=[C:6]([CH2:10][CH3:11])[CH2:7]2. (6) Given the reactants [CH2:1]([OH:8])[C:2]1[CH:7]=[CH:6][CH:5]=[CH:4][CH:3]=1.Cl[S:10]([C:13]1[CH:14]=[C:15]([CH:19]=[CH:20][CH:21]=1)[C:16](Cl)=[O:17])(=[O:12])=[O:11].Cl.[NH2:23][C@H:24]1[CH2:29][CH2:28][C@H:27]([C:30]([O:32][CH3:33])=[O:31])[CH2:26][CH2:25]1.CCN(C(C)C)C(C)C, predict the reaction product. The product is: [CH3:33][O:32][C:30]([C@H:27]1[CH2:26][CH2:25][C@H:24]([NH:23][S:10]([C:13]2[CH:14]=[C:15]([CH:19]=[CH:20][CH:21]=2)[C:16]([O:8][CH2:1][C:2]2[CH:7]=[CH:6][CH:5]=[CH:4][CH:3]=2)=[O:17])(=[O:12])=[O:11])[CH2:29][CH2:28]1)=[O:31]. (7) Given the reactants [NH2:1][C:2]1[CH:7]=[CH:6][C:5]([C:8]2[S:12][C:11]([CH:13]3[CH2:18][CH2:17][CH:16]([C:19]([O:21][CH3:22])=[O:20])[CH2:15][CH2:14]3)=[N:10][CH:9]=2)=[CH:4][CH:3]=1.[Cl:23][C:24]1[CH:32]=[CH:31][CH:30]=[CH:29][C:25]=1[C:26](Cl)=[O:27], predict the reaction product. The product is: [Cl:23][C:24]1[CH:32]=[CH:31][CH:30]=[CH:29][C:25]=1[C:26]([NH:1][C:2]1[CH:3]=[CH:4][C:5]([C:8]2[S:12][C:11]([CH:13]3[CH2:14][CH2:15][CH:16]([C:19]([O:21][CH3:22])=[O:20])[CH2:17][CH2:18]3)=[N:10][CH:9]=2)=[CH:6][CH:7]=1)=[O:27].